From a dataset of Catalyst prediction with 721,799 reactions and 888 catalyst types from USPTO. Predict which catalyst facilitates the given reaction. (1) Reactant: [F:1][C:2]1[CH:9]=[CH:8][CH:7]=[C:6]([F:10])[C:3]=1[CH:4]=O.[NH:11]1[C:15]2[CH:16]=[CH:17][CH:18]=[CH:19][C:14]=2[N:13]=[C:12]1[CH2:20][N:21]([CH:31]1[C:40]2[N:39]=[CH:38][CH:37]=[CH:36][C:35]=2[CH2:34][CH2:33][CH2:32]1)[CH2:22][C:23]1[CH:28]=[CH:27][C:26]([CH2:29][NH2:30])=[CH:25][CH:24]=1.[BH4-].[Na+]. Product: [F:1][C:2]1[CH:9]=[CH:8][CH:7]=[C:6]([F:10])[C:3]=1[CH2:4][NH:30][CH2:29][C:26]1[CH:27]=[CH:28][C:23]([CH2:22][N:21]([CH2:20][C:12]2[NH:11][C:15]3[CH:16]=[CH:17][CH:18]=[CH:19][C:14]=3[N:13]=2)[CH:31]2[C:40]3[N:39]=[CH:38][CH:37]=[CH:36][C:35]=3[CH2:34][CH2:33][CH2:32]2)=[CH:24][CH:25]=1. The catalyst class is: 5. (2) Reactant: [F:1][C:2]([C:12]1[CH:17]=[CH:16][C:15]([NH:18][C:19]([C:21]2[N:26]=[CH:25][C:24]([C:27]([O:29]C)=[O:28])=[CH:23][CH:22]=2)=[O:20])=[CH:14][CH:13]=1)([CH3:11])[CH2:3][NH:4][S:5]([CH:8]([CH3:10])[CH3:9])(=[O:7])=[O:6].[OH-].[Li+].O1CCCC1.Cl. Product: [F:1][C:2]([C:12]1[CH:13]=[CH:14][C:15]([NH:18][C:19]([C:21]2[N:26]=[CH:25][C:24]([C:27]([OH:29])=[O:28])=[CH:23][CH:22]=2)=[O:20])=[CH:16][CH:17]=1)([CH3:11])[CH2:3][NH:4][S:5]([CH:8]([CH3:10])[CH3:9])(=[O:6])=[O:7]. The catalyst class is: 72. (3) Reactant: [Br:1][C:2]1[CH:7]=[CH:6][C:5]([C:8]([C:10]2[CH:15]=[CH:14][CH:13]=[CH:12][CH:11]=2)=[O:9])=[CH:4][CH:3]=1.[CH3:16][Mg]Br. Product: [Br:1][C:2]1[CH:3]=[CH:4][C:5]([C:8]([C:10]2[CH:11]=[CH:12][CH:13]=[CH:14][CH:15]=2)([OH:9])[CH3:16])=[CH:6][CH:7]=1. The catalyst class is: 1. (4) Reactant: [CH:1]([O:4][C:5]([N:7]1[CH:12]([CH2:13][C:14](=O)[C:15]#[C:16][Si](C)(C)C)[CH2:11][CH:10]([N:22]([CH2:27][C:28]2[CH:33]=[C:32]([C:34]([F:37])([F:36])[F:35])[CH:31]=[C:30]([Cl:38])[CH:29]=2)[C:23]([O:25][CH3:26])=[O:24])[CH2:9][CH:8]1[CH2:39][CH3:40])=[O:6])([CH3:3])[CH3:2].O.[NH2:42][NH2:43]. Product: [CH:1]([O:4][C:5]([N:7]1[CH:12]([CH2:13][C:14]2[CH:15]=[CH:16][NH:43][N:42]=2)[CH2:11][CH:10]([N:22]([CH2:27][C:28]2[CH:33]=[C:32]([C:34]([F:36])([F:37])[F:35])[CH:31]=[C:30]([Cl:38])[CH:29]=2)[C:23]([O:25][CH3:26])=[O:24])[CH2:9][CH:8]1[CH2:39][CH3:40])=[O:6])([CH3:2])[CH3:3]. The catalyst class is: 8. (5) Product: [CH2:1]([OH:17])[CH2:2][CH2:3][CH2:4][CH2:5][CH2:6][CH2:7][CH2:8][CH2:9][CH2:10][CH2:11][CH2:12][CH2:13][CH2:14][CH:15]=[CH2:16]. The catalyst class is: 37. Reactant: [CH2:1]([O:17]CCCOS(C)(=O)=O)[CH2:2][CH2:3][CH2:4][CH2:5][CH2:6][CH2:7][CH2:8][CH2:9][CH2:10][CH2:11][CH2:12][CH2:13][CH2:14][CH:15]=[CH2:16].CCN(C(C)C)C(C)C.